Dataset: Full USPTO retrosynthesis dataset with 1.9M reactions from patents (1976-2016). Task: Predict the reactants needed to synthesize the given product. (1) Given the product [C:22]([O:17][CH2:16][CH2:15][CH2:14][CH2:13][CH2:12][CH2:11][CH2:10][CH2:9][CH2:8][CH2:7][CH2:6][CH2:5][CH2:4][CH2:3][CH2:2][CH3:1])(=[O:24])[CH2:23][CH2:18][CH2:19][CH2:20][CH:29]([CH3:30])[CH3:28], predict the reactants needed to synthesize it. The reactants are: [CH3:1][CH2:2][CH2:3][CH2:4][CH2:5][CH2:6][CH2:7][CH2:8][CH2:9][CH2:10][CH2:11][CH2:12][CH2:13][CH2:14][CH2:15][CH2:16][OH:17].[CH3:18][CH:19]1O[CH2:20]1.[CH2:22]1[O:24][CH2:23]1.C1OC1.[CH2:28]1O[CH:29]1[CH3:30]. (2) Given the product [Br:1][C:2]1[C:3]([CH3:18])=[CH:4][C:5]([C:20]2[CH:25]=[C:24]([CH3:26])[CH:23]=[CH:22][N:21]=2)=[CH:6][C:7]=1[CH3:8], predict the reactants needed to synthesize it. The reactants are: [Br:1][C:2]1[C:7]([CH3:8])=[CH:6][C:5](B2OC(C)(C)C(C)(C)O2)=[CH:4][C:3]=1[CH3:18].Br[C:20]1[CH:25]=[C:24]([CH3:26])[CH:23]=[CH:22][N:21]=1. (3) Given the product [O:17]1[CH:18]=[CH:19][CH:20]=[C:16]1[C:14]1[N:15]=[C:11]([NH:10][C:8]([C:5]2[CH:6]=[CH:7][C:2]([N:29]3[CH2:34][CH2:33][O:32][CH2:31][CH2:30]3)=[N:3][CH:4]=2)=[O:9])[S:12][C:13]=1[C:21]([CH:23]1[CH2:28][CH2:27][O:26][CH2:25][CH2:24]1)=[O:22], predict the reactants needed to synthesize it. The reactants are: Cl[C:2]1[CH:7]=[CH:6][C:5]([C:8]([NH:10][C:11]2[S:12][C:13]([C:21]([CH:23]3[CH2:28][CH2:27][O:26][CH2:25][CH2:24]3)=[O:22])=[C:14]([C:16]3[O:17][CH:18]=[CH:19][CH:20]=3)[N:15]=2)=[O:9])=[CH:4][N:3]=1.[NH:29]1[CH2:34][CH2:33][O:32][CH2:31][CH2:30]1.